This data is from Catalyst prediction with 721,799 reactions and 888 catalyst types from USPTO. The task is: Predict which catalyst facilitates the given reaction. (1) Reactant: C1[CH2:5][O:4][CH2:3]C1.[Li+].C[Si]([N-][Si](C)(C)C)(C)C.[Cl-].COC[P+](C1C=CC=CC=1)(C1C=CC=CC=1)C1C=CC=CC=1.[F:39][C:40]1[CH:45]=[C:44]([CH:46]=O)[CH:43]=[C:42]([F:48])[C:41]=1[C:49]1[N:54]=[C:53]([C:55]([O:57][CH3:58])=[O:56])[CH:52]=[CH:51][C:50]=1[F:59]. Product: [F:39][C:40]1[CH:45]=[C:44](/[CH:46]=[CH:3]/[O:4][CH3:5])[CH:43]=[C:42]([F:48])[C:41]=1[C:49]1[N:54]=[C:53]([C:55]([O:57][CH3:58])=[O:56])[CH:52]=[CH:51][C:50]=1[F:59]. The catalyst class is: 49. (2) Reactant: [N:1]1[C:10]2[C:5](=[C:6]([CH:11](O)[CH3:12])[CH:7]=[CH:8][CH:9]=2)[CH:4]=[CH:3][CH:2]=1.S(Cl)([Cl:16])=O. Product: [Cl:16][CH:11]([C:6]1[CH:7]=[CH:8][CH:9]=[C:10]2[C:5]=1[CH:4]=[CH:3][CH:2]=[N:1]2)[CH3:12]. The catalyst class is: 22. (3) Reactant: [Cl:1][C:2]1[CH:3]=[C:4]([C:9]2([C:22]([F:25])([F:24])[F:23])[O:13][N:12]=[C:11]([C:14]3[S:18][C:17]([CH2:19][OH:20])=[C:16]([CH3:21])[CH:15]=3)[CH2:10]2)[CH:5]=[C:6]([Cl:8])[CH:7]=1. Product: [Cl:1][C:2]1[CH:3]=[C:4]([C:9]2([C:22]([F:23])([F:25])[F:24])[O:13][N:12]=[C:11]([C:14]3[S:18][C:17]([CH:19]=[O:20])=[C:16]([CH3:21])[CH:15]=3)[CH2:10]2)[CH:5]=[C:6]([Cl:8])[CH:7]=1. The catalyst class is: 327. (4) Reactant: [NH:1]1[CH:5]=[C:4]([CH:6]=[O:7])[N:3]=[CH:2]1.CC(C)([O-])C.[K+].[F:14][C:15]1[CH:22]=[CH:21][C:18]([CH2:19]Br)=[CH:17][CH:16]=1.[Cl-].[NH4+]. Product: [F:14][C:15]1[CH:22]=[CH:21][C:18]([CH2:19][N:1]2[CH:5]=[C:4]([CH:6]=[O:7])[N:3]=[CH:2]2)=[CH:17][CH:16]=1. The catalyst class is: 9. (5) Reactant: [CH2:1]([O:4][C:5]1[CH:18]=[CH:17][C:8]([CH2:9][C:10]2[CH:14]=[C:13](Br)[S:12][C:11]=2[CH3:16])=[CH:7][CH:6]=1)C=C.[Na+].[I-:20].CNCCNC. Product: [I:20][C:13]1[S:12][C:11]([CH3:16])=[C:10]([CH2:9][C:8]2[CH:17]=[CH:18][C:5]([O:4][CH3:1])=[CH:6][CH:7]=2)[CH:14]=1. The catalyst class is: 185. (6) Reactant: [C:1]([C@@H:3]([NH:23][C:24]([C@@H:26]1[CH2:32][N:31](C(OC(C)(C)C)=O)[CH2:30][CH2:29][CH2:28][O:27]1)=[O:25])[CH2:4][C:5]1[CH:10]=[CH:9][C:8]([C:11]2[CH:12]=[C:13]3[C:18](=[CH:19][CH:20]=2)[NH:17][CH2:16][C:15](=[O:21])[N:14]3[CH3:22])=[CH:7][CH:6]=1)#[N:2]. Product: [C:1]([C@@H:3]([NH:23][C:24]([C@@H:26]1[CH2:32][NH:31][CH2:30][CH2:29][CH2:28][O:27]1)=[O:25])[CH2:4][C:5]1[CH:10]=[CH:9][C:8]([C:11]2[CH:12]=[C:13]3[C:18](=[CH:19][CH:20]=2)[NH:17][CH2:16][C:15](=[O:21])[N:14]3[CH3:22])=[CH:7][CH:6]=1)#[N:2]. The catalyst class is: 106.